From a dataset of Reaction yield outcomes from USPTO patents with 853,638 reactions. Predict the reaction yield, written as a fraction of the theoretical maximum amount of product (1.0 means a 100% yield; for example, 0.34 means a 34% yield). (1) The reactants are [CH3:1][C:2]1[O:6][N:5]=[C:4]([C:7]2[CH:12]=[CH:11][CH:10]=[CH:9][CH:8]=2)[C:3]=1[C:13]([NH:15][NH2:16])=[O:14].[F:17][C:18]1[C:26]([F:27])=[CH:25][C:21]([C:22](O)=O)=[C:20]([O:28][CH3:29])[CH:19]=1. No catalyst specified. The product is [F:17][C:18]1[C:26]([F:27])=[CH:25][C:21]([C:22]2[O:14][C:13]([C:3]3[C:4]([C:7]4[CH:12]=[CH:11][CH:10]=[CH:9][CH:8]=4)=[N:5][O:6][C:2]=3[CH3:1])=[N:15][N:16]=2)=[C:20]([O:28][CH3:29])[CH:19]=1. The yield is 0.490. (2) The reactants are [NH2:1][C:2]1[CH:7]=[CH:6][C:5]([CH:8]2[CH2:12][CH2:11][N:10]([C:13]([O:15][C:16]([CH3:19])([CH3:18])[CH3:17])=[O:14])[CH2:9]2)=[CH:4][CH:3]=1.C(N(CC)CC)C.Cl[C:28]([O:30][C:31]1[CH:36]=[CH:35][CH:34]=[CH:33][CH:32]=1)=[O:29]. The catalyst is C1COCC1. The product is [C:16]([O:15][C:13]([N:10]1[CH2:11][CH2:12][CH:8]([C:5]2[CH:4]=[CH:3][C:2]([NH:1][C:28]([O:30][C:31]3[CH:36]=[CH:35][CH:34]=[CH:33][CH:32]=3)=[O:29])=[CH:7][CH:6]=2)[CH2:9]1)=[O:14])([CH3:19])([CH3:18])[CH3:17]. The yield is 0.870. (3) The reactants are [NH:1]1[C:5]2[CH:6]=[CH:7][CH:8]=[CH:9][C:4]=2[N:3]=[N:2]1.Br[CH2:11][CH2:12][CH2:13][CH2:14][Cl:15]. The catalyst is [OH-].[Na+].[Br-].C([N+](CCCC)(CCCC)CCCC)CCC. The product is [Cl:15][CH2:14][CH2:13][CH2:12][CH2:11][N:1]1[C:5]2[CH:6]=[CH:7][CH:8]=[CH:9][C:4]=2[N:3]=[N:2]1. The yield is 0.810.